From a dataset of Reaction yield outcomes from USPTO patents with 853,638 reactions. Predict the reaction yield, written as a fraction of the theoretical maximum amount of product (1.0 means a 100% yield; for example, 0.34 means a 34% yield). The reactants are C([O:4][C:5]1[CH:10]=[C:9]([O:11]CC=C)[C:8]([CH:15]([C:17]#[CH:18])[CH3:16])=[CH:7][C:6]=1[C:19]1[N:20]([C:25]2[CH:30]=[CH:29][C:28]([CH2:31][N:32]3[CH2:37][CH2:36][O:35][CH2:34][CH2:33]3)=[CH:27][CH:26]=2)[C:21](=[O:24])[NH:22][N:23]=1)C=C.C(=O)([O-])[O-].[K+].[K+].O.Cl. The catalyst is CO.[Pd].C1(P(C2C=CC=CC=2)C2C=CC=CC=2)C=CC=CC=1.C1(P(C2C=CC=CC=2)C2C=CC=CC=2)C=CC=CC=1.C1(P(C2C=CC=CC=2)C2C=CC=CC=2)C=CC=CC=1.C1(P(C2C=CC=CC=2)C2C=CC=CC=2)C=CC=CC=1. The product is [CH3:16][CH:15]([C:8]1[C:9]([OH:11])=[CH:10][C:5]([OH:4])=[C:6]([C:19]2[N:20]([C:25]3[CH:30]=[CH:29][C:28]([CH2:31][N:32]4[CH2:37][CH2:36][O:35][CH2:34][CH2:33]4)=[CH:27][CH:26]=3)[C:21](=[O:24])[NH:22][N:23]=2)[CH:7]=1)[C:17]#[CH:18]. The yield is 0.104.